From a dataset of Reaction yield outcomes from USPTO patents with 853,638 reactions. Predict the reaction yield, written as a fraction of the theoretical maximum amount of product (1.0 means a 100% yield; for example, 0.34 means a 34% yield). (1) The reactants are [NH2:1][CH2:2][C:3]1[CH:16]=[CH:15][C:14]2[O:13][C:12]3[C:7]4=[C:8]([C:17](=[O:20])[NH:18][N:19]=[C:6]4[C:5]=2[CH:4]=1)[CH:9]=[CH:10][CH:11]=3.C(N(C(C)C)CC)(C)C.Cl.N1C=CC([C:36]([NH2:38])=[NH:37])=N1.C(OCC)C. The catalyst is CN(C=O)C. The product is [O:20]=[C:17]1[C:8]2[CH:9]=[CH:10][CH:11]=[C:12]3[O:13][C:14]4[CH:15]=[CH:16][C:3]([CH2:2][NH:1][C:36]([NH2:38])=[NH:37])=[CH:4][C:5]=4[C:6]([C:7]=23)=[N:19][NH:18]1. The yield is 0.830. (2) The reactants are [F:1][C:2]1[CH:30]=[CH:29][C:5]2[NH:6][C:7]([C:9]3[C:10]([CH3:28])=[C:11]4[C:15](=[CH:16][CH:17]=3)[N:14]([CH2:18][CH2:19][CH2:20][CH:21]3[CH2:26][CH2:25][N:24]([CH3:27])[CH2:23][CH2:22]3)[CH2:13][CH2:12]4)=[N:8][C:4]=2[C:3]=1[CH3:31]. The catalyst is C1(C)C=CC=CC=1.O=[Mn]=O. The product is [F:1][C:2]1[CH:30]=[CH:29][C:5]2[NH:6][C:7]([C:9]3[C:10]([CH3:28])=[C:11]4[C:15](=[CH:16][CH:17]=3)[N:14]([CH2:18][CH2:19][CH2:20][CH:21]3[CH2:26][CH2:25][N:24]([CH3:27])[CH2:23][CH2:22]3)[CH:13]=[CH:12]4)=[N:8][C:4]=2[C:3]=1[CH3:31]. The yield is 0.840. (3) The reactants are C[Al](C)C.C1(C)C=CC=CC=1.[CH2:12]([N:14]([CH2:18][CH3:19])[CH2:15][CH2:16][NH2:17])[CH3:13].[I:20][C:21]1[CH:22]=[C:23]2[C:28](=[CH:29][CH:30]=1)[CH:27]=[C:26]([C:31](OC)=[O:32])[CH:25]=[CH:24]2. The catalyst is ClCCl.O. The product is [CH2:12]([N:14]([CH2:18][CH3:19])[CH2:15][CH2:16][NH:17][C:31]([C:26]1[CH:25]=[CH:24][C:23]2[C:28](=[CH:29][CH:30]=[C:21]([I:20])[CH:22]=2)[CH:27]=1)=[O:32])[CH3:13]. The yield is 0.400. (4) The reactants are [Li]CCCC.[F:6][C:7]1[CH:8]=[C:9]([NH:13][C:14](=[O:19])[C:15]([CH3:18])([CH3:17])[CH3:16])[CH:10]=[N:11][CH:12]=1.CN(CCN(C)C)C.[I:28]I. The catalyst is C1COCC1. The product is [F:6][C:7]1[C:8]([I:28])=[C:9]([NH:13][C:14](=[O:19])[C:15]([CH3:16])([CH3:18])[CH3:17])[CH:10]=[N:11][CH:12]=1. The yield is 1.00. (5) The reactants are [CH3:1][O:2][C:3]1[CH:9]=[CH:8][C:7]([CH3:10])=[CH:6][C:4]=1[NH2:5].[Br:11]N1C(=O)CCC1=O. The catalyst is CN(C=O)C.[Cl-].[Na+].O. The product is [Br:11][C:8]1[C:7]([CH3:10])=[CH:6][C:4]([NH2:5])=[C:3]([O:2][CH3:1])[CH:9]=1. The yield is 0.860. (6) The reactants are [Cl:1][C:2]1[CH2:6][CH2:5][CH2:4][C:3]=1[CH:7]=[O:8].[CH3:9][Mg]Br.C(O)(C)C. The catalyst is O1CCCC1. The product is [Cl:1][C:2]1[CH2:6][CH2:5][CH2:4][C:3]=1[CH:7]([OH:8])[CH3:9]. The yield is 0.416. (7) The yield is 0.270. The catalyst is CO. The product is [CH3:12][C:13]1[C:21]2[N:20]=[C:19]([CH2:22][NH:11][C:10]3[CH:9]=[CH:8][NH:7][C:6]=3[C:4]([O:3][CH2:1][CH3:2])=[O:5])[NH:18][C:17]=2[CH:16]=[CH:15][C:14]=1[CH3:24]. The reactants are [CH2:1]([O:3][C:4]([C:6]1[NH:7][CH:8]=[CH:9][C:10]=1[NH2:11])=[O:5])[CH3:2].[CH3:12][C:13]1[C:21]2[N:20]=[C:19]([CH:22]=O)[NH:18][C:17]=2[CH:16]=[CH:15][C:14]=1[CH3:24].CC(O)=O.[BH3-]C#N.[Na+].[OH-].[Na+]. (8) The reactants are Cl[Si:2](Cl)([CH3:4])[CH3:3].[CH3:6][C:7]1[CH-:8][C:9]2[C:14]([CH:15]=1)=[C:13]([C:16]1[CH:21]=[C:20]([CH3:22])[CH:19]=[C:18]([CH3:23])[CH:17]=1)[C:12]([CH3:24])=[CH:11][CH:10]=2.[Li+]. The catalyst is C1COCC1. The product is [CH3:3][Si:2]([CH3:4])([CH:8]1[C:9]2[C:14](=[C:13]([C:16]3[CH:21]=[C:20]([CH3:22])[CH:19]=[C:18]([CH3:23])[CH:17]=3)[C:12]([CH3:24])=[CH:11][CH:10]=2)[CH:15]=[C:7]1[CH3:6])[CH:8]1[C:9]2[C:14](=[C:13]([C:16]3[CH:17]=[C:18]([CH3:23])[CH:19]=[C:20]([CH3:22])[CH:21]=3)[C:12]([CH3:24])=[CH:11][CH:10]=2)[CH:15]=[C:7]1[CH3:6]. The yield is 1.00.